Dataset: Forward reaction prediction with 1.9M reactions from USPTO patents (1976-2016). Task: Predict the product of the given reaction. (1) Given the reactants [BrH:1].[CH3:2][C:3]1[N:8]=[C:7]([O:9]C)[C:6]([N+:11]([O-:13])=[O:12])=[C:5](Cl)[N:4]=1, predict the reaction product. The product is: [Br:1][C:5]1[N:4]=[C:3]([CH3:2])[NH:8][C:7](=[O:9])[C:6]=1[N+:11]([O-:13])=[O:12]. (2) Given the reactants [CH:1]([N:4]1[CH2:9][CH2:8][CH:7]([NH2:10])[CH2:6][CH2:5]1)([CH3:3])[CH3:2].C(=O)([O-])[O-].[K+].[K+].Br[CH2:18][CH2:19][CH2:20][C:21]([O:23][CH2:24][CH3:25])=[O:22], predict the reaction product. The product is: [CH:1]([N:4]1[CH2:9][CH2:8][CH:7]([NH:10][CH2:18][CH2:19][CH2:20][C:21]([O:23][CH2:24][CH3:25])=[O:22])[CH2:6][CH2:5]1)([CH3:3])[CH3:2]. (3) The product is: [Cl:1][C:2]1[N:3]=[C:4]([NH2:21])[C:5]2[CH:10]=[CH:9][N:8]([CH2:11][O:12][CH2:13][CH2:14][Si:15]([CH3:18])([CH3:17])[CH3:16])[C:6]=2[N:7]=1. Given the reactants [Cl:1][C:2]1[N:3]=[C:4](Cl)[C:5]2[CH:10]=[CH:9][N:8]([CH2:11][O:12][CH2:13][CH2:14][Si:15]([CH3:18])([CH3:17])[CH3:16])[C:6]=2[N:7]=1.[OH-].[NH4+:21], predict the reaction product.